Dataset: Forward reaction prediction with 1.9M reactions from USPTO patents (1976-2016). Task: Predict the product of the given reaction. (1) Given the reactants Cl.[CH:2]1[C:12]2[CH2:11][CH2:10][C:9]3[CH:13]=[CH:14][CH:15]=[CH:16][C:8]=3[N:7]([CH2:17][CH:18]([CH3:21])[CH2:19][NH2:20])[C:6]=2[CH:5]=[CH:4][CH:3]=1.C(N(CC)CC)C.[Cl:29][C:30]1[CH:35]=[CH:34][C:33]([S:36](Cl)(=[O:38])=[O:37])=[CH:32][CH:31]=1, predict the reaction product. The product is: [Cl:29][C:30]1[CH:35]=[CH:34][C:33]([S:36]([NH:20][CH2:19][CH:18]([CH3:21])[CH2:17][N:7]2[C:8]3[CH:16]=[CH:15][CH:14]=[CH:13][C:9]=3[CH2:10][CH2:11][C:12]3[CH:2]=[CH:3][CH:4]=[CH:5][C:6]2=3)(=[O:38])=[O:37])=[CH:32][CH:31]=1. (2) Given the reactants C([O:4][CH2:5][C:6]1[C:11]([C:12]2[CH:17]=[C:16]([NH:18][C:19]3[CH:24]=[CH:23][C:22]([N:25]4[CH2:30][CH2:29][N:28]([CH:31]5[CH2:34][O:33][CH2:32]5)[CH2:27][C@@H:26]4[CH3:35])=[CH:21][N:20]=3)[C:15](=[O:36])[N:14]([CH3:37])[CH:13]=2)=[CH:10][C:9]([F:38])=[CH:8][C:7]=1[N:39]1[CH2:52][CH2:51][N:42]2[C:43]3[CH2:44][CH2:45][CH2:46][CH2:47][C:48]=3[C:49]([F:50])=[C:41]2[C:40]1=[O:53])(=O)C.[OH-].[Li+].C(O)(C)C.C1COCC1, predict the reaction product. The product is: [F:50][C:49]1[C:48]2[CH2:47][CH2:46][CH2:45][CH2:44][C:43]=2[N:42]2[CH2:51][CH2:52][N:39]([C:7]3[CH:8]=[C:9]([F:38])[CH:10]=[C:11]([C:12]4[CH:17]=[C:16]([NH:18][C:19]5[CH:24]=[CH:23][C:22]([N:25]6[CH2:30][CH2:29][N:28]([CH:31]7[CH2:32][O:33][CH2:34]7)[CH2:27][C@@H:26]6[CH3:35])=[CH:21][N:20]=5)[C:15](=[O:36])[N:14]([CH3:37])[CH:13]=4)[C:6]=3[CH2:5][OH:4])[C:40](=[O:53])[C:41]=12. (3) Given the reactants [OH:1][C:2]([CH3:35])([CH3:34])[CH2:3][C@@:4]1([C:28]2[CH:33]=[CH:32][CH:31]=[CH:30][CH:29]=2)[O:9][C:8](=[O:10])[N:7]([C@H:11]([C:13]2[CH:18]=[CH:17][C:16](B3OC(C)(C)C(C)(C)O3)=[CH:15][CH:14]=2)[CH3:12])[CH2:6][CH2:5]1.Br[C:37]1[CH:42]=[CH:41][CH:40]=[C:39]([N:43]([CH3:45])[CH3:44])[N:38]=1, predict the reaction product. The product is: [CH3:44][N:43]([CH3:45])[C:39]1[N:38]=[C:37]([C:16]2[CH:15]=[CH:14][C:13]([C@@H:11]([N:7]3[CH2:6][CH2:5][C@:4]([CH2:3][C:2]([OH:1])([CH3:34])[CH3:35])([C:28]4[CH:29]=[CH:30][CH:31]=[CH:32][CH:33]=4)[O:9][C:8]3=[O:10])[CH3:12])=[CH:18][CH:17]=2)[CH:42]=[CH:41][CH:40]=1. (4) Given the reactants [C:1]([C:3]1[CH:23]=[CH:22][C:6]([O:7][CH2:8][CH:9]2[CH2:14][CH2:13][N:12]([C:15]([O:17][C:18]([CH3:21])([CH3:20])[CH3:19])=[O:16])[CH2:11][CH2:10]2)=[CH:5][CH:4]=1)#[N:2].Cl.[NH2:25][OH:26].C(N(CC)CC)C, predict the reaction product. The product is: [OH:26][N:25]=[C:1]([C:3]1[CH:4]=[CH:5][C:6]([O:7][CH2:8][CH:9]2[CH2:10][CH2:11][N:12]([C:15]([O:17][C:18]([CH3:19])([CH3:20])[CH3:21])=[O:16])[CH2:13][CH2:14]2)=[CH:22][CH:23]=1)[NH2:2]. (5) Given the reactants [Cl:1][C:2]1[CH:3]=[C:4]([CH:8]=[CH:9][C:10]=1[CH2:11][CH:12]([CH3:14])[CH3:13])[C:5]([OH:7])=O.ON1C2C=CC=CC=2N=N1.Cl.C(N=C=NCCCN(C)C)C.O[N:38]=[C:39]([C:41]1[C:42]([CH3:59])=[N:43][C:44]([CH2:47][O:48][Si](C(C)C)(C(C)C)C(C)C)=[CH:45][CH:46]=1)[NH2:40].[F-].C([N+](CCCC)(CCCC)CCCC)CCC.O1CCCC1, predict the reaction product. The product is: [Cl:1][C:2]1[CH:3]=[C:4]([C:5]2[O:7][N:40]=[C:39]([C:41]3[CH:46]=[CH:45][C:44]([CH2:47][OH:48])=[N:43][C:42]=3[CH3:59])[N:38]=2)[CH:8]=[CH:9][C:10]=1[CH2:11][CH:12]([CH3:14])[CH3:13]. (6) Given the reactants [CH:1]1([CH:7]([NH:24][C:25]2[CH:33]=[CH:32][C:28]([C:29](O)=[O:30])=[CH:27][CH:26]=2)[C:8]2[S:9][C:10]([C:14]3[CH:19]=[CH:18][C:17]([C:20]([F:23])([F:22])[F:21])=[CH:16][CH:15]=3)=[CH:11][C:12]=2[CH3:13])[CH2:6][CH2:5][CH2:4][CH2:3][CH2:2]1.[CH3:34][NH:35][CH2:36][CH2:37][C:38]([O:40]CC)=[O:39].Cl.C(N=C=NCCCN(C)C)C.O.OC1C2N=NNC=2C=CC=1, predict the reaction product. The product is: [CH:1]1([CH:7]([NH:24][C:25]2[CH:26]=[CH:27][C:28]([C:29]([N:35]([CH3:34])[CH2:36][CH2:37][C:38]([OH:40])=[O:39])=[O:30])=[CH:32][CH:33]=2)[C:8]2[S:9][C:10]([C:14]3[CH:19]=[CH:18][C:17]([C:20]([F:22])([F:23])[F:21])=[CH:16][CH:15]=3)=[CH:11][C:12]=2[CH3:13])[CH2:6][CH2:5][CH2:4][CH2:3][CH2:2]1.